From a dataset of Forward reaction prediction with 1.9M reactions from USPTO patents (1976-2016). Predict the product of the given reaction. (1) Given the reactants Cl.[C:2]1([C:8]2[C:12]3=[C:13]([NH:17][CH2:18][CH:19]4[CH2:24][CH2:23][NH:22][CH2:21][CH2:20]4)[N:14]=[N:15][CH:16]=[C:11]3[O:10][N:9]=2)[CH:7]=[CH:6][CH:5]=[CH:4][CH:3]=1.[Cl:25][C:26]1[CH:31]=[CH:30][C:29]([C:32]2[CH:36]=[C:35]([CH:37]=O)[O:34][N:33]=2)=[CH:28][CH:27]=1, predict the reaction product. The product is: [Cl:25][C:26]1[CH:27]=[CH:28][C:29]([C:32]2[CH:36]=[C:35]([CH2:37][N:22]3[CH2:23][CH2:24][CH:19]([CH2:18][NH:17][C:13]4[N:14]=[N:15][CH:16]=[C:11]5[O:10][N:9]=[C:8]([C:2]6[CH:3]=[CH:4][CH:5]=[CH:6][CH:7]=6)[C:12]=45)[CH2:20][CH2:21]3)[O:34][N:33]=2)=[CH:30][CH:31]=1. (2) Given the reactants [CH2:1]([Li])[CH2:2][CH2:3]C.Br[C:7]1[CH:8]=[CH:9][C:10]([F:18])=[C:11]([CH:13]2[O:17]CCO2)[CH:12]=1.Cl.[O:20]1[CH2:24][CH2:23][CH2:22][CH2:21]1, predict the reaction product. The product is: [C:24]([C:7]1[CH:8]=[CH:9][C:10]([F:18])=[C:11]([CH:12]=1)[CH:13]=[O:17])(=[O:20])[C:23]1[CH:3]=[CH:2][CH:1]=[CH:21][CH:22]=1. (3) Given the reactants Br[C:2]1[CH:3]=[C:4]([CH2:7][N:8]([CH2:19][CH:20]([CH3:22])[CH3:21])[S:9]([C:12]2[CH:17]=[CH:16][CH:15]=[CH:14][C:13]=2[Cl:18])(=[O:11])=[O:10])[S:5][CH:6]=1.[CH3:23][S:24]([C:27]1[CH:28]=[C:29](B(O)O)[CH:30]=[CH:31][CH:32]=1)(=[O:26])=[O:25].C([O-])([O-])=O.[Na+].[Na+], predict the reaction product. The product is: [Cl:18][C:13]1[CH:14]=[CH:15][CH:16]=[CH:17][C:12]=1[S:9]([N:8]([CH2:19][CH:20]([CH3:22])[CH3:21])[CH2:7][C:4]1[S:5][CH:6]=[C:2]([C:31]2[CH:30]=[CH:29][CH:28]=[C:27]([S:24]([CH3:23])(=[O:26])=[O:25])[CH:32]=2)[CH:3]=1)(=[O:11])=[O:10]. (4) The product is: [ClH:51].[ClH:51].[NH2:33][C:34]([CH3:39])([CH3:38])[C:35]([N:21]1[CH2:22][CH2:23][N:18]([C:16](=[O:17])[C:15]2[CH:14]=[CH:13][C:12](/[CH:11]=[CH:10]/[C:3]3[C:4]4[C:9](=[CH:8][CH:7]=[CH:6][CH:5]=4)[NH:1][N:2]=3)=[CH:25][CH:24]=2)[CH2:19][CH2:20]1)=[O:36]. Given the reactants [NH:1]1[C:9]2[C:4](=[CH:5][CH:6]=[CH:7][CH:8]=2)[C:3](/[CH:10]=[CH:11]/[C:12]2[CH:25]=[CH:24][C:15]([C:16]([N:18]3[CH2:23][CH2:22][NH:21][CH2:20][CH2:19]3)=[O:17])=[CH:14][CH:13]=2)=[N:2]1.C(OC([NH:33][C:34]([CH3:39])([CH3:38])[C:35](O)=[O:36])=O)(C)(C)C.O.ON1C2C=CC=CC=2N=N1.[ClH:51].C(N=C=NCCCN(C)C)C.CN1CCOCC1.Cl.CO, predict the reaction product. (5) Given the reactants [CH3:1][O:2][C:3]1[CH:8]=[CH:7][CH:6]=[CH:5][C:4]=1[C:9]1[N:14]=[CH:13][N:12]=[C:11]([NH2:15])[CH:10]=1.[CH2:16]([O:23][C:24]([N:26]1[CH2:31][CH2:30][CH2:29][C@@H:28]([C:32](Cl)=[O:33])[CH2:27]1)=[O:25])[C:17]1[CH:22]=[CH:21][CH:20]=[CH:19][CH:18]=1.C(OCC)(=O)C, predict the reaction product. The product is: [CH2:16]([O:23][C:24]([N:26]1[CH2:31][CH2:30][CH2:29][C@@H:28]([C:32](=[O:33])[NH:15][C:11]2[CH:10]=[C:9]([C:4]3[CH:5]=[CH:6][CH:7]=[CH:8][C:3]=3[O:2][CH3:1])[N:14]=[CH:13][N:12]=2)[CH2:27]1)=[O:25])[C:17]1[CH:22]=[CH:21][CH:20]=[CH:19][CH:18]=1. (6) Given the reactants [Na].[C:2]([O:6][C:7]([N:9]1[CH2:14][CH2:13][CH:12]([C:15]([F:18])([F:17])[F:16])[CH2:11][CH2:10]1)=[O:8])([CH3:5])([CH3:4])[CH3:3].[OH2:19], predict the reaction product. The product is: [C:2]([O:6][C:7]([N:9]1[CH2:14][CH2:13][CH:12]([C:15]([F:18])([F:16])[F:17])[CH2:11][C:10]1=[O:19])=[O:8])([CH3:5])([CH3:3])[CH3:4].